From a dataset of Forward reaction prediction with 1.9M reactions from USPTO patents (1976-2016). Predict the product of the given reaction. (1) The product is: [Cl:1][C:2]1[CH:7]=[CH:6][CH:5]=[C:4]([Cl:8])[C:3]=1[C:9]1[NH:10][C:11]2[CH:17]=[C:16]([C:18]3[O:19][C:29]([NH:28][C:24]4[CH:23]=[C:22]([CH3:31])[CH:27]=[CH:26][CH:25]=4)=[N:21][N:20]=3)[CH:15]=[CH:14][C:12]=2[N:13]=1. Given the reactants [Cl:1][C:2]1[CH:7]=[CH:6][CH:5]=[C:4]([Cl:8])[C:3]=1[C:9]1[NH:10][C:11]2[CH:17]=[C:16]([C:18]([NH:20][NH2:21])=[O:19])[CH:15]=[CH:14][C:12]=2[N:13]=1.[C:22]1([CH3:31])[CH:27]=[CH:26][CH:25]=[C:24]([N:28]=[C:29]=S)[CH:23]=1.CCN=C=NCCCN(C)C.CCOC(C)=O, predict the reaction product. (2) Given the reactants [CH3:1][O:2][C:3](=[O:16])[CH2:4][C:5]1[C:13]2[C:8](=[N:9][C:10]([Cl:14])=[CH:11][CH:12]=2)[NH:7][C:6]=1[CH3:15].[H-].[Na+].Br[CH2:20][C:21]1[CH:26]=[CH:25][C:24]([S:27]([CH3:30])(=[O:29])=[O:28])=[CH:23][C:22]=1[C:31]([F:34])([F:33])[F:32].[I-].[Na+], predict the reaction product. The product is: [CH3:1][O:2][C:3](=[O:16])[CH2:4][C:5]1[C:13]2[C:8](=[N:9][C:10]([Cl:14])=[CH:11][CH:12]=2)[N:7]([CH2:20][C:21]2[CH:26]=[CH:25][C:24]([S:27]([CH3:30])(=[O:29])=[O:28])=[CH:23][C:22]=2[C:31]([F:33])([F:32])[F:34])[C:6]=1[CH3:15]. (3) Given the reactants Cl[C:2]1[N:7]=[C:6]([Cl:8])[N:5]=[C:4]([NH:9][C:10]2[NH:14][N:13]=[C:12]([CH:15]3[CH2:17][CH2:16]3)[CH:11]=2)[N:3]=1.[OH:18][C@@H:19]1[CH2:23][NH:22][C@H:21]([C:24]([NH:26][C:27]2[CH:32]=[N:31][CH:30]=[CH:29][N:28]=2)=[O:25])[CH2:20]1.ClC1N=C(NC2NN=C(C3CC3)C=2)N=C(N2CCC[C@@]2(C)C(NC2C=NC(F)=CC=2)=O)N=1, predict the reaction product. The product is: [Cl:8][C:6]1[N:5]=[C:4]([NH:9][C:10]2[NH:14][N:13]=[C:12]([CH:15]3[CH2:17][CH2:16]3)[CH:11]=2)[N:3]=[C:2]([N:22]2[CH2:23][C@@H:19]([OH:18])[CH2:20][C@H:21]2[C:24]([NH:26][C:27]2[CH:32]=[N:31][CH:30]=[CH:29][N:28]=2)=[O:25])[N:7]=1. (4) Given the reactants [CH3:1][C:2]1[CH:11]=[CH:10][C:9]2[C:4](=[CH:5][CH:6]=[CH:7][C:8]=2[N:12]2[CH2:17][CH2:16][N:15]([C:18](=O)[CH2:19][C:20]3[CH:25]=[CH:24][CH:23]=[C:22]([N:26]4[CH:30]=[CH:29][CH:28]=[N:27]4)[CH:21]=3)[CH2:14][CH2:13]2)[N:3]=1.Cl, predict the reaction product. The product is: [CH3:1][C:2]1[CH:11]=[CH:10][C:9]2[C:4](=[CH:5][CH:6]=[CH:7][C:8]=2[N:12]2[CH2:17][CH2:16][N:15]([CH2:18][CH2:19][C:20]3[CH:25]=[CH:24][CH:23]=[C:22]([N:26]4[CH:30]=[CH:29][CH:28]=[N:27]4)[CH:21]=3)[CH2:14][CH2:13]2)[N:3]=1. (5) Given the reactants [CH3:1][CH:2]([CH2:4][CH2:5][CH2:6][C@H:7]([C@@H:9]1[C@:26]2([CH3:27])[C:12]([C:13]3[CH2:14][CH2:15][C@@H:16]4[C@:21]([C:23]=3[CH2:24][CH2:25]2)([CH3:22])[CH2:20][CH2:19][C@H:18](O)[CH2:17]4)=[CH:11][CH2:10]1)[CH3:8])[CH3:3].Cl.[C:30](Cl)(=[O:37])[C:31]1[CH:36]=[CH:35][N:34]=[CH:33][CH:32]=1, predict the reaction product. The product is: [C:30]([C@H:18]1[CH2:19][CH2:20][C@@:21]2([CH3:22])[C@@H:16]([CH2:15][CH2:14][C:13]3[C:12]4[C@:26]([CH3:27])([CH2:25][CH2:24][C:23]=32)[C@@H:9]([C@H:7]([CH3:8])[CH2:6][CH2:5][CH2:4][CH:2]([CH3:1])[CH3:3])[CH2:10][CH:11]=4)[CH2:17]1)(=[O:37])[C:31]1[CH:36]=[CH:35][N:34]=[CH:33][CH:32]=1. (6) Given the reactants [CH3:1][C:2]1[NH:3][CH:4]=[C:5]([C:7]#[C:8][C:9]2[CH:10]=[C:11]([CH:14]=[CH:15][CH:16]=2)[C:12]#[N:13])[N:6]=1.Cl[C:18]1[N:23]=[C:22]([O:24][CH3:25])[CH:21]=[CH:20][N:19]=1, predict the reaction product. The product is: [CH3:25][O:24][C:22]1[CH:21]=[CH:20][N:19]=[C:18]([N:3]2[CH:4]=[C:5]([C:7]#[C:8][C:9]3[CH:10]=[C:11]([CH:14]=[CH:15][CH:16]=3)[C:12]#[N:13])[N:6]=[C:2]2[CH3:1])[N:23]=1. (7) Given the reactants [NH:1]1[CH2:5][CH2:4][CH2:3][CH2:2]1.O=[CH:7][CH2:8][CH2:9][C:10]1[S:14][C:13]([C:15]2[CH:20]=[CH:19][CH:18]=[CH:17][CH:16]=2)=[N:12][C:11]=1[C:21]([NH:23][C:24]1[CH:29]=[CH:28][CH:27]=[CH:26][C:25]=1[C:30]1[S:31][C:32]2[C:37]([N:38]=1)=[CH:36][CH:35]=[CH:34][N:33]=2)=[O:22].CC(O)=O.C(O[BH-](OC(=O)C)OC(=O)C)(=O)C.[Na+].C([O-])(O)=O.[Na+], predict the reaction product. The product is: [C:15]1([C:13]2[S:14][C:10]([CH2:9][CH2:8][CH2:7][N:1]3[CH2:5][CH2:4][CH2:3][CH2:2]3)=[C:11]([C:21]([NH:23][C:24]3[CH:29]=[CH:28][CH:27]=[CH:26][C:25]=3[C:30]3[S:31][C:32]4[C:37]([N:38]=3)=[CH:36][CH:35]=[CH:34][N:33]=4)=[O:22])[N:12]=2)[CH:20]=[CH:19][CH:18]=[CH:17][CH:16]=1.